From a dataset of Catalyst prediction with 721,799 reactions and 888 catalyst types from USPTO. Predict which catalyst facilitates the given reaction. (1) Reactant: C([O:5][C:6](=[O:29])[CH2:7][CH2:8][C:9]1[CH:10]=[C:11]([CH:26]=[CH:27][CH:28]=1)[CH2:12][NH:13][C:14]1[CH:19]=[CH:18][CH:17]=[CH:16][C:15]=1/[CH:20]=[CH:21]/[C:22]([O:24][CH3:25])=[O:23])(C)(C)C.FC(F)(F)C(O)=O. Product: [CH3:25][O:24][C:22](=[O:23])/[CH:21]=[CH:20]/[C:15]1[CH:16]=[CH:17][CH:18]=[CH:19][C:14]=1[NH:13][CH2:12][C:11]1[CH:10]=[C:9]([CH2:8][CH2:7][C:6]([OH:29])=[O:5])[CH:28]=[CH:27][CH:26]=1. The catalyst class is: 4. (2) Reactant: O[CH:2]([C:11]1[CH:16]=[CH:15][N:14]=[CH:13][C:12]=1[CH2:17][OH:18])[C:3]1[CH:4]=[C:5]([CH:8]=[CH:9][CH:10]=1)[C:6]#[N:7].S(Cl)(C1C=CC(C)=CC=1)(=O)=O.C(N(CC)CC)C. Product: [CH:2]1([C:3]2[CH:4]=[C:5]([CH:8]=[CH:9][CH:10]=2)[C:6]#[N:7])[C:11]2[CH:16]=[CH:15][N:14]=[CH:13][C:12]=2[CH2:17][O:18]1. The catalyst class is: 96. (3) Reactant: [C:1]([O:5][C:6]([NH:8][C@@H:9](CC1CCCCC1)[C:10](O)=[O:11])=[O:7])([CH3:4])([CH3:3])[CH3:2].[CH:20]1([OH:25])[CH2:24][CH2:23][CH2:22][CH2:21]1.[CH2:26](Cl)[CH2:27]Cl. Product: [C:1]([O:5][C:6]([NH:8][C@@H:9]([CH:27]1[CH2:26][CH2:22][CH2:21][CH2:20][CH2:24]1)[C:10]([O:25][CH:20]1[CH2:24][CH2:23][CH2:22][CH2:21]1)=[O:11])=[O:7])([CH3:4])([CH3:3])[CH3:2]. The catalyst class is: 239.